From a dataset of TCR-epitope binding with 47,182 pairs between 192 epitopes and 23,139 TCRs. Binary Classification. Given a T-cell receptor sequence (or CDR3 region) and an epitope sequence, predict whether binding occurs between them. (1) The epitope is RQLLFVVEV. Result: 1 (the TCR binds to the epitope). The TCR CDR3 sequence is CASSLGQRMSYTF. (2) The epitope is IVTDFSVIK. The TCR CDR3 sequence is CASSPGGLAGADTQYF. Result: 1 (the TCR binds to the epitope).